From a dataset of Catalyst prediction with 721,799 reactions and 888 catalyst types from USPTO. Predict which catalyst facilitates the given reaction. (1) Reactant: [CH3:1][C:2]1[N:7]=[CH:6][C:5]([CH2:8]O)=[CH:4][CH:3]=1.C(Cl)[Cl:11]. Product: [Cl:11][CH2:8][C:5]1[CH:4]=[CH:3][C:2]([CH3:1])=[N:7][CH:6]=1. The catalyst class is: 309. (2) Reactant: Br[C:2]1[CH:3]=[CH:4][C:5]2[O:14][CH2:13][CH2:12][N:11]3[C:7](=[N:8][C:9]([C:15]4[CH:16]=[N:17][CH:18]=[CH:19][CH:20]=4)=[CH:10]3)[C:6]=2[CH:21]=1.[C:22]([N:26]1[CH2:31][CH2:30][CH:29]([SH:32])[CH2:28][CH2:27]1)([CH3:25])([CH3:24])[CH3:23].CC1(C)C2C(=C(P(C3C=CC=CC=3)C3C=CC=CC=3)C=CC=2)OC2C(P(C3C=CC=CC=3)C3C=CC=CC=3)=CC=CC1=2.CCN(C(C)C)C(C)C. Product: [C:22]([N:26]1[CH2:31][CH2:30][CH:29]([S:32][C:2]2[CH:3]=[CH:4][C:5]3[O:14][CH2:13][CH2:12][N:11]4[CH:10]=[C:9]([C:15]5[CH:16]=[N:17][CH:18]=[CH:19][CH:20]=5)[N:8]=[C:7]4[C:6]=3[CH:21]=2)[CH2:28][CH2:27]1)([CH3:25])([CH3:23])[CH3:24]. The catalyst class is: 62. (3) Reactant: [Cl:1][C:2]1[CH:3]=[CH:4][C:5]2[N:11](CC3C=CC(OC)=CC=3OC)[C:10](=[O:23])[C@@H:9]([CH2:24][C:25]([O:27][CH2:28][CH3:29])=[O:26])[O:8][C@H:7]([C:30]3[C:31]([C:36]([F:39])([F:38])[F:37])=[N:32][CH:33]=[CH:34][CH:35]=3)[C:6]=2[CH:40]=1.C(=O)(O)[O-].[Na+].C(OCC)(=O)C. Product: [Cl:1][C:2]1[CH:3]=[CH:4][C:5]2[NH:11][C:10](=[O:23])[C@@H:9]([CH2:24][C:25]([O:27][CH2:28][CH3:29])=[O:26])[O:8][C@H:7]([C:30]3[C:31]([C:36]([F:39])([F:37])[F:38])=[N:32][CH:33]=[CH:34][CH:35]=3)[C:6]=2[CH:40]=1. The catalyst class is: 21. (4) Reactant: [C:1]([O:7][CH2:8][C@@H:9]([O:34][C:35]([CH3:38])([CH3:37])[CH3:36])[C:10]1[C:25]([CH3:26])=[CH:24][C:13]2[N:14]=[C:15]([C:17]3[CH:22]=[CH:21][N:20]=[C:19](Cl)[CH:18]=3)[S:16][C:12]=2[C:11]=1[C:27]1[CH:32]=[CH:31][C:30]([Cl:33])=[CH:29][CH:28]=1)(=[O:6])[C:2]([CH3:5])([CH3:4])[CH3:3].[CH3:39][O:40][C:41]1[CH:42]=[C:43](B2OC(C)(C)C(C)(C)O2)[CH:44]=[N:45][CH:46]=1.C(=O)([O-])[O-].[K+].[K+]. Product: [C:1]([O:7][CH2:8][C@@H:9]([O:34][C:35]([CH3:36])([CH3:37])[CH3:38])[C:10]1[C:25]([CH3:26])=[CH:24][C:13]2[N:14]=[C:15]([C:17]3[CH:22]=[CH:21][N:20]=[C:19]([C:43]4[CH:44]=[N:45][CH:46]=[C:41]([O:40][CH3:39])[CH:42]=4)[CH:18]=3)[S:16][C:12]=2[C:11]=1[C:27]1[CH:28]=[CH:29][C:30]([Cl:33])=[CH:31][CH:32]=1)(=[O:6])[C:2]([CH3:4])([CH3:3])[CH3:5]. The catalyst class is: 73. (5) Product: [C:1]([O:5][C:6](=[O:7])[NH:8][CH:9]([C:10](=[O:12])[NH:26][CH2:19][C:20]1[CH:25]=[CH:24][CH:23]=[CH:22][CH:21]=1)[C:13]1[CH:18]=[CH:17][CH:16]=[CH:15][CH:14]=1)([CH3:2])([CH3:3])[CH3:4]. Reactant: [C:1]([O:5][C:6]([NH:8][C@@H:9]([C:13]1[CH:18]=[CH:17][CH:16]=[CH:15][CH:14]=1)[C:10]([OH:12])=O)=[O:7])([CH3:4])([CH3:3])[CH3:2].[CH2:19]([NH2:26])[C:20]1[CH:25]=[CH:24][CH:23]=[CH:22][CH:21]=1.C(N(C(C)C)CC)(C)C.F[P-](F)(F)(F)(F)F.Br[P+](N1CCCC1)(N1CCCC1)N1CCCC1. The catalyst class is: 4.